Dataset: Full USPTO retrosynthesis dataset with 1.9M reactions from patents (1976-2016). Task: Predict the reactants needed to synthesize the given product. (1) Given the product [C:32]([O:35][CH2:36][C:37]1[O:41][N:40]=[C:39]([CH3:42])[C:38]=1[B:54]1[O:55][C:56]([CH3:58])([CH3:57])[C:52]([CH3:59])([CH3:51])[O:53]1)(=[O:34])[CH3:33], predict the reactants needed to synthesize it. The reactants are: N#N.C1(P(C2CCCCC2)C2C=CC=CC=2C2C(OC)=CC=CC=2OC)CCCCC1.[C:32]([O:35][CH2:36][C:37]1[O:41][N:40]=[C:39]([CH3:42])[C:38]=1Br)(=[O:34])[CH3:33].CCN(CC)CC.[CH3:51][C:52]1([CH3:59])[C:56]([CH3:58])([CH3:57])[O:55][BH:54][O:53]1. (2) Given the product [F:29][C:27]([F:28])([F:30])[C:24]1[CH:23]=[CH:22][C:21]([CH:9]([C:6]2[CH:5]=[CH:4][C:3]([C:2]([F:32])([F:31])[F:1])=[CH:8][CH:7]=2)[N:10]2[CH:15]=[CH:14][CH:13]=[C:12]([C:16]([OH:18])=[O:17])[C:11]2=[O:20])=[CH:26][CH:25]=1, predict the reactants needed to synthesize it. The reactants are: [F:1][C:2]([F:32])([F:31])[C:3]1[CH:8]=[CH:7][C:6]([CH:9]([C:21]2[CH:26]=[CH:25][C:24]([C:27]([F:30])([F:29])[F:28])=[CH:23][CH:22]=2)[N:10]2[CH:15]=[CH:14][CH:13]=[C:12]([C:16]([O:18]C)=[O:17])[C:11]2=[O:20])=[CH:5][CH:4]=1.